Dataset: Forward reaction prediction with 1.9M reactions from USPTO patents (1976-2016). Task: Predict the product of the given reaction. (1) Given the reactants [Br:1][C:2]1[CH:3]=[CH:4][C:5]2[S:9](=[O:11])(=[O:10])[NH:8][CH:7]([C:12](O)=[O:13])[C:6]=2[CH:15]=1, predict the reaction product. The product is: [Br:1][C:2]1[CH:3]=[CH:4][C:5]2[S:9](=[O:11])(=[O:10])[NH:8][CH:7]([CH2:12][OH:13])[C:6]=2[CH:15]=1. (2) Given the reactants [CH3:1][O:2][C:3](=[O:23])[CH2:4][CH2:5][NH:6][C:7](=[O:22])[C:8]1[CH:13]=[CH:12][C:11]([CH:14]([OH:21])[CH2:15][CH2:16][C:17]([CH3:20])([CH3:19])[CH3:18])=[CH:10][CH:9]=1.[Cl:24][C:25]1[N:30]=[CH:29][C:28](O)=[CH:27][CH:26]=1.C(P(CCCC)CCCC)CCC.N(C(N1CCCCC1)=O)=NC(N1CCCCC1)=O, predict the reaction product. The product is: [CH3:1][O:2][C:3](=[O:23])[CH2:4][CH2:5][NH:6][C:7](=[O:22])[C:8]1[CH:13]=[CH:12][C:11]([CH:14]([O:21][C:28]2[CH:29]=[N:30][C:25]([Cl:24])=[CH:26][CH:27]=2)[CH2:15][CH2:16][C:17]([CH3:18])([CH3:19])[CH3:20])=[CH:10][CH:9]=1. (3) Given the reactants [CH2:1]([NH:8][C:9]1[CH:14]=[CH:13][C:12]([S:15][C:16]2[CH:21]=[CH:20][C:19]([CH2:22][C:23]([O:25]CC)=[O:24])=[CH:18][CH:17]=2)=[CH:11][CH:10]=1)[CH2:2][CH2:3][CH2:4][CH2:5][CH2:6][CH3:7].[OH-].[Na+].O.C(O)C, predict the reaction product. The product is: [CH2:1]([NH:8][C:9]1[CH:14]=[CH:13][C:12]([S:15][C:16]2[CH:21]=[CH:20][C:19]([CH2:22][C:23]([OH:25])=[O:24])=[CH:18][CH:17]=2)=[CH:11][CH:10]=1)[CH2:2][CH2:3][CH2:4][CH2:5][CH2:6][CH3:7]. (4) Given the reactants Br[C:2]1[CH:7]=[CH:6][C:5]([O:8][CH3:9])=[CH:4][CH:3]=1.C([Li])CCC.[Br:15][C:16]1[CH:21]=[CH:20][C:19]([CH:22]([C:30]2[CH:35]=[CH:34][CH:33]=[CH:32][C:31]=2[CH3:36])[CH2:23][C:24](N(OC)C)=[O:25])=[CH:18][CH:17]=1.[Cl-].[NH4+], predict the reaction product. The product is: [Br:15][C:16]1[CH:17]=[CH:18][C:19]([CH:22]([C:30]2[CH:35]=[CH:34][CH:33]=[CH:32][C:31]=2[CH3:36])[CH2:23][C:24]([C:2]2[CH:7]=[CH:6][C:5]([O:8][CH3:9])=[CH:4][CH:3]=2)=[O:25])=[CH:20][CH:21]=1. (5) Given the reactants [H-].[CH2:2]([Al+:6][CH2:7][CH:8]([CH3:10])[CH3:9])[CH:3]([CH3:5])[CH3:4], predict the reaction product. The product is: [CH3:4][CH:3]([CH2:2][AlH:6][CH2:7][CH:8]([CH3:10])[CH3:9])[CH3:5]. (6) Given the reactants CI.[Br:3][C:4]1[CH:12]=[C:11]2[C:7]([CH2:8][CH2:9][CH2:10]2)=[CH:6][C:5]=1[OH:13].[C:14]([O-])([O-])=O.[K+].[K+].CN(C=O)C, predict the reaction product. The product is: [CH3:14][O:13][C:5]1[CH:6]=[C:7]2[C:11](=[CH:12][C:4]=1[Br:3])[CH2:10][CH2:9][CH2:8]2.[Br:3][C:4]1[CH:12]=[C:11]2[C:7]([CH2:8][CH2:9][CH2:10]2)=[CH:6][C:5]=1[OH:13]. (7) Given the reactants [N:1]1[CH:2]=[CH:3][N:4]2[C:9]=1[CH:8]=[CH:7][C:6]([N:10]([C:19]([O:21]CC(Cl)(Cl)Cl)=O)C(OCC(Cl)(Cl)Cl)=O)=[N:5]2.[C:27]1([C:33]2[N:37]=[C:36]([N:38]3[CH2:43][CH2:42][NH:41][CH2:40][CH2:39]3)[S:35][N:34]=2)[CH:32]=[CH:31][CH:30]=[CH:29][CH:28]=1.C(N(C(C)C)CC)(C)C.O, predict the reaction product. The product is: [N:1]1[CH:2]=[CH:3][N:4]2[C:9]=1[CH:8]=[CH:7][C:6]([NH:10][C:19]([N:41]1[CH2:42][CH2:43][N:38]([C:36]3[S:35][N:34]=[C:33]([C:27]4[CH:32]=[CH:31][CH:30]=[CH:29][CH:28]=4)[N:37]=3)[CH2:39][CH2:40]1)=[O:21])=[N:5]2. (8) Given the reactants [CH2:1]([O:3][C:4]([C:6]1[CH:7]=[N:8][N:9]([C:12]2[CH:17]=[C:16]([CH3:18])[C:15](I)=[CH:14][N:13]=2)[C:10]=1[CH3:11])=[O:5])[CH3:2].C([Si](CC)(CC)[C:23]([F:26])([F:25])[F:24])C.[F-].[K+], predict the reaction product. The product is: [CH2:1]([O:3][C:4]([C:6]1[CH:7]=[N:8][N:9]([C:12]2[CH:17]=[C:16]([CH3:18])[C:15]([C:23]([F:26])([F:25])[F:24])=[CH:14][N:13]=2)[C:10]=1[CH3:11])=[O:5])[CH3:2]. (9) Given the reactants C[O:2][C:3]([C:5]1[CH:10]=[CH:9][C:8]([NH:11][CH2:12][C:13]2[CH:14]=[N:15][CH:16]=[CH:17][CH:18]=2)=[CH:7][CH:6]=1)=O.CC(C[AlH]CC(C)C)C.CO, predict the reaction product. The product is: [OH:2][CH2:3][C:5]1[CH:6]=[CH:7][C:8]([NH:11][CH2:12][C:13]2[CH:14]=[N:15][CH:16]=[CH:17][CH:18]=2)=[CH:9][CH:10]=1. (10) The product is: [NH2:1][C:2]1[N:3]=[C:4]([S:27][CH2:30][C:31]2[CH:36]=[CH:35][N:34]=[C:33]([C:37]([NH:39][CH3:40])=[O:38])[CH:32]=2)[C:5]([C:25]#[N:26])=[C:6]([C:10]2[CH:15]=[CH:14][C:13]([O:16][CH2:17][C@H:18]3[CH2:22][O:21][C:20]([CH3:23])([CH3:24])[O:19]3)=[CH:12][CH:11]=2)[C:7]=1[C:8]#[N:9]. Given the reactants [NH2:1][C:2]1[C:7]([C:8]#[N:9])=[C:6]([C:10]2[CH:15]=[CH:14][C:13]([O:16][CH2:17][C@H:18]3[CH2:22][O:21][C:20]([CH3:24])([CH3:23])[O:19]3)=[CH:12][CH:11]=2)[C:5]([C:25]#[N:26])=[C:4]([SH:27])[N:3]=1.Cl.Cl[CH2:30][C:31]1[CH:36]=[CH:35][N:34]=[C:33]([C:37]([NH:39][CH3:40])=[O:38])[CH:32]=1.C(=O)(O)[O-].[Na+].O, predict the reaction product.